This data is from Catalyst prediction with 721,799 reactions and 888 catalyst types from USPTO. The task is: Predict which catalyst facilitates the given reaction. (1) Reactant: Cl[C:2]1[CH:11]=[C:10]([C:12]#[N:13])[C:5]([C:6]([O:8][CH3:9])=[O:7])=[C:4]([NH:14][C:15]2[CH:16]=[C:17]([CH3:21])[CH:18]=[CH:19][CH:20]=2)[N:3]=1.CCN(C(C)C)C(C)C.[NH2:31][CH2:32][C@@H:33]([NH:38][C:39](=[O:45])[O:40][C:41]([CH3:44])([CH3:43])[CH3:42])[CH2:34][O:35][CH2:36][CH3:37]. Product: [C:41]([O:40][C:39]([NH:38][C@@H:33]([CH2:34][O:35][CH2:36][CH3:37])[CH2:32][NH:31][C:2]1[CH:11]=[C:10]([C:12]#[N:13])[C:5]([C:6]([O:8][CH3:9])=[O:7])=[C:4]([NH:14][C:15]2[CH:16]=[C:17]([CH3:21])[CH:18]=[CH:19][CH:20]=2)[N:3]=1)=[O:45])([CH3:44])([CH3:43])[CH3:42]. The catalyst class is: 31. (2) Reactant: [CH3:1][N:2]1[C:6]2=[CH:7][C:8]3[C:9]([CH3:19])([CH3:18])[C:10](=[CH:15][CH:16]=O)[N:11]([CH3:14])[C:12]=3[CH:13]=[C:5]2[C:4]([CH3:21])([CH3:20])[C:3]1=[CH:22][CH:23]=O.[I-:25].[CH3:26][N+:27]1[C:36]2[C:31](=[CH:32][CH:33]=[CH:34][CH:35]=2)[CH:30]=[CH:29][C:28]=1[CH3:37]. Product: [I-:25].[I-:25].[CH3:1][N:2]1[C:6]2=[CH:7][C:8]3[C:9]([CH3:19])([CH3:18])[C:10](=[CH:15][CH:16]=[CH:37][CH2+:28]4[CH:29]=[CH:30][C:31]5[C:36](=[CH:35][CH:34]=[CH:33][CH:32]=5)[N:27]4[CH3:26])[N:11]([CH3:14])[C:12]=3[CH:13]=[C:5]2[C:4]([CH3:21])([CH3:20])[C:3]1=[CH:22][CH:23]=[CH:37][C:28]1[CH:29]=[CH:30][C:31]2[C:36](=[CH:35][CH:34]=[CH:33][CH:32]=2)[N+:27]=1[CH3:26]. The catalyst class is: 152. (3) Reactant: [CH3:1][O:2][C:3]1[CH:8]=[CH:7][C:6]([C:9]2[CH:10]=[N:11][CH:12]=[C:13]3[C:18]=2[N:17]=[C:16]([C:19](O)=[O:20])[CH:15]=[CH:14]3)=[CH:5][CH:4]=1.C(N(CC)C(C)C)(C)C.F[P-](F)(F)(F)(F)F.N1(OC(N(C)C)=[N+](C)C)C2N=CC=CC=2N=N1.[C:55]1([CH2:61][CH2:62][NH2:63])[CH:60]=[CH:59][CH:58]=[CH:57][CH:56]=1. Product: [CH3:1][O:2][C:3]1[CH:8]=[CH:7][C:6]([C:9]2[CH:10]=[N:11][CH:12]=[C:13]3[C:18]=2[N:17]=[C:16]([C:19]([NH:63][CH2:62][CH2:61][C:55]2[CH:60]=[CH:59][CH:58]=[CH:57][CH:56]=2)=[O:20])[CH:15]=[CH:14]3)=[CH:5][CH:4]=1. The catalyst class is: 9. (4) Reactant: [CH3:1][C:2]1([CH3:19])[O:6][C@H:5]([CH2:7][O:8][C:9]2[C:16]([CH3:17])=[CH:15][C:12]([C:13]#[N:14])=[CH:11][C:10]=2[CH3:18])[CH2:4][O:3]1.Cl.[NH2:21][OH:22].C(=O)(O)[O-].[Na+]. Product: [CH3:1][C:2]1([CH3:19])[O:6][C@H:5]([CH2:7][O:8][C:9]2[C:16]([CH3:17])=[CH:15][C:12](/[C:13](=[N:21]/[OH:22])/[NH2:14])=[CH:11][C:10]=2[CH3:18])[CH2:4][O:3]1. The catalyst class is: 5.